From a dataset of Reaction yield outcomes from USPTO patents with 853,638 reactions. Predict the reaction yield, written as a fraction of the theoretical maximum amount of product (1.0 means a 100% yield; for example, 0.34 means a 34% yield). (1) The reactants are [NH:1]1[CH2:5][CH2:4][C@@H:3]([NH:6][C:7]2[N:12]=[CH:11][C:10]([C:13]#N)=[CH:9][N:8]=2)[CH2:2]1.[F:15][C:16]1[CH:24]=[CH:23][C:22]([CH:25]=[O:26])=[CH:21][C:17]=1[C:18](O)=[O:19].F[P-](F)(F)(F)(F)F.N1(OC(N(C)C)=[N+](C)C)C2C=CC=C[C:37]=2N=N1.C(N(CC)C(C)C)(C)C. No catalyst specified. The product is [C:13]([C:10]1[CH:11]=[N:12][C:7]([NH:6][C@@H:3]2[CH2:4][CH2:5][N:1]([C:18]([C:17]3[CH:21]=[C:22]([CH:23]=[CH:24][C:16]=3[F:15])[CH:25]=[O:26])=[O:19])[CH2:2]2)=[N:8][CH:9]=1)#[CH:37]. The yield is 0.510. (2) The reactants are C([O:3][CH2:4][CH2:5][Li])=C.CC(C1[CH:11]=[CH:12][C:13]([OH:16])=[CH:14]C=1)=O.[F-].[CH2:31]([N+]([CH2:31][CH2:32][CH2:33][CH3:34])([CH2:31][CH2:32][CH2:33][CH3:34])[CH2:31][CH2:32][CH2:33][CH3:34])[CH2:32][CH2:33][CH3:34].C1C[O:38]CC1. No catalyst specified. The product is [OH:38][C:12]([C:32]1[CH:31]=[CH:5][C:4]([OH:3])=[CH:34][CH:33]=1)([CH3:11])[C:13](=[O:16])[CH3:14]. The yield is 0.640. (3) The reactants are [Cl:1][C:2]1[N:10]=[C:9]([CH3:11])[CH:8]=[CH:7][C:3]=1[C:4]([OH:6])=O.C1C=CC2N(O)N=NC=2C=1.C(N(CC)CC)C.CCN=C=NCCCN(C)C.[CH3:40][O:41][C:42]([C@H:44]1[CH2:49][CH2:48][C@@H:47]([NH2:50])[CH2:46][CH2:45]1)=[O:43]. The catalyst is ClCCl. The product is [Cl:1][C:2]1[C:3]([C:4]([NH:50][C@@H:47]2[CH2:46][CH2:45][C@H:44]([C:42]([O:41][CH3:40])=[O:43])[CH2:49][CH2:48]2)=[O:6])=[CH:7][CH:8]=[C:9]([CH3:11])[N:10]=1. The yield is 0.760. (4) The reactants are [NH2:1][C@H:2]1[CH2:7][CH2:6][N:5]([C:8]([O:10][CH2:11][C:12]2[CH:17]=[CH:16][CH:15]=[CH:14][CH:13]=2)=[O:9])[CH2:4][C@H:3]1[OH:18].[O:19]1[C:28]2[CH:27]=[C:26]([CH:29]=O)[N:25]=[CH:24][C:23]=2[O:22][CH2:21][CH2:20]1.C(O[BH-](OC(=O)C)OC(=O)C)(=O)C.[Na+]. The catalyst is CO.C(Cl)(Cl)Cl. The product is [O:19]1[C:28]2[CH:27]=[C:26]([CH2:29][NH:1][C@H:2]3[CH2:7][CH2:6][N:5]([C:8]([O:10][CH2:11][C:12]4[CH:13]=[CH:14][CH:15]=[CH:16][CH:17]=4)=[O:9])[CH2:4][C@H:3]3[OH:18])[N:25]=[CH:24][C:23]=2[O:22][CH2:21][CH2:20]1. The yield is 0.460. (5) The reactants are C[O:2][C:3]1[N:11]=[CH:10][C:9]2[NH:8][C:7]3[N:12]=[CH:13][C:14]([C:16]4[CH:21]=[CH:20][C:19]([CH2:22][N:23]5[CH2:28][CH2:27][CH2:26][CH2:25][CH2:24]5)=[CH:18][CH:17]=4)=[CH:15][C:6]=3[C:5]=2[CH:4]=1.Br. No catalyst specified. The product is [O:2]=[C:3]1[NH:11][CH:10]=[C:9]2[C:5]([C:6]3[CH:15]=[C:14]([C:16]4[CH:17]=[CH:18][C:19]([CH2:22][N:23]5[CH2:24][CH2:25][CH2:26][CH2:27][CH2:28]5)=[CH:20][CH:21]=4)[CH:13]=[N:12][C:7]=3[NH:8]2)=[CH:4]1. The yield is 0.300.